Dataset: Catalyst prediction with 721,799 reactions and 888 catalyst types from USPTO. Task: Predict which catalyst facilitates the given reaction. (1) Reactant: [C:1]([N:8]1[CH2:13][CH2:12][NH:11][CH2:10][CH2:9]1)([O:3][C:4]([CH3:7])([CH3:6])[CH3:5])=[O:2].C([O-])([O-])=O.[Cs+].[Cs+].C1(P(C2C=CC=CC=2)C2C=CC3C(=CC=CC=3)C=2C2C3C(=CC=CC=3)C=CC=2P(C2C=CC=CC=2)C2C=CC=CC=2)C=CC=CC=1.Br[C:67]1[CH:68]=[CH:69][C:70]([N+:78]([O-:80])=[O:79])=[C:71]([CH:77]=1)[CH2:72][NH:73][C:74](=[O:76])[CH3:75]. Product: [C:74]([NH:73][CH2:72][C:71]1[CH:77]=[C:67]([N:11]2[CH2:10][CH2:9][N:8]([C:1]([O:3][C:4]([CH3:7])([CH3:6])[CH3:5])=[O:2])[CH2:13][CH2:12]2)[CH:68]=[CH:69][C:70]=1[N+:78]([O-:80])=[O:79])(=[O:76])[CH3:75]. The catalyst class is: 187. (2) Reactant: [N+:1](=[C:3]1[N:7]=[CH:6][N:5]=[C:4]1[C:8]([NH2:10])=[O:9])=[N-:2].CC[O:13][CH2:14][CH3:15]. Product: [CH3:4][C:3]1[N:7]=[C:14]([CH2:15][N:10]2[C:8](=[O:9])[N:7]3[CH:6]=[N:5][C:4]([C:8]([NH2:10])=[O:9])=[C:3]3[N:1]=[N:2]2)[O:13][N:1]=1. The catalyst class is: 16. (3) Reactant: Cl[C:2]1[N:10]=[CH:9][N:8]=[C:7]2[C:3]=1[N:4]=[C:5]([C:12]1[CH:13]=[N:14][N:15]([CH3:17])[CH:16]=1)[N:6]2[CH3:11].[CH:18]1([CH2:21][O:22][C:23]2[CH:28]=[CH:27][C:26]([N:29]3[CH2:34][CH2:33][NH:32][CH2:31][CH2:30]3)=[CH:25][CH:24]=2)[CH2:20][CH2:19]1.C(N(CC)CC)C. Product: [CH:18]1([CH2:21][O:22][C:23]2[CH:24]=[CH:25][C:26]([N:29]3[CH2:34][CH2:33][N:32]([C:2]4[N:10]=[CH:9][N:8]=[C:7]5[C:3]=4[N:4]=[C:5]([C:12]4[CH:13]=[N:14][N:15]([CH3:17])[CH:16]=4)[N:6]5[CH3:11])[CH2:31][CH2:30]3)=[CH:27][CH:28]=2)[CH2:19][CH2:20]1. The catalyst class is: 32. (4) Reactant: [C:1]([O:7][CH2:8][CH3:9])(=[O:6])[CH2:2][C:3]([O-:5])=O.N1C=[CH:16][CH:21]=[CH:20][C:19]=1[C:16]1[CH:21]=[CH:20][CH:19]=CN=1.C([Li])CCC.C1(C(Cl)=O)CCC1. Product: [CH:19]1([C:3](=[O:5])[CH2:2][C:1]([O:7][CH2:8][CH3:9])=[O:6])[CH2:20][CH2:21][CH2:16]1. The catalyst class is: 7. (5) Reactant: [C:1]([O:5][C:6]([N:8]1[C:12](=[O:13])[C:11]2([CH2:18][CH2:17][N:16]([S:19]([CH2:22][CH2:23][C:24]3[CH:29]=[CH:28][C:27]([C:30]([O:32][C:33]([CH3:36])([CH3:35])[CH3:34])=[O:31])=[CH:26][C:25]=3[CH3:37])(=[O:21])=[O:20])[CH2:15][CH2:14]2)[N:10]=[C:9]1[C:38]1[CH:43]=[C:42]([C:44]([F:47])([F:46])[F:45])[CH:41]=[C:40]([OH:48])[CH:39]=1)=[O:7])([CH3:4])([CH3:3])[CH3:2].[C:49]([O:53][C:54](=[O:66])[N:55]([CH2:57][CH2:58][O:59][CH2:60][CH2:61][O:62][CH2:63][CH2:64]O)[CH3:56])([CH3:52])([CH3:51])[CH3:50].C1(P(C2C=CC=CC=2)C2C=CC=CC=2)C=CC=CC=1.CN(C(/N=N/C(N(C)C)=O)=O)C. Product: [C:1]([O:5][C:6]([N:8]1[C:12](=[O:13])[C:11]2([CH2:18][CH2:17][N:16]([S:19]([CH2:22][CH2:23][C:24]3[CH:29]=[CH:28][C:27]([C:30]([O:32][C:33]([CH3:34])([CH3:36])[CH3:35])=[O:31])=[CH:26][C:25]=3[CH3:37])(=[O:21])=[O:20])[CH2:15][CH2:14]2)[N:10]=[C:9]1[C:38]1[CH:43]=[C:42]([C:44]([F:46])([F:47])[F:45])[CH:41]=[C:40]([O:48][CH2:64][CH2:63][O:62][CH2:61][CH2:60][O:59][CH2:58][CH2:57][N:55]([C:54]([O:53][C:49]([CH3:50])([CH3:52])[CH3:51])=[O:66])[CH3:56])[CH:39]=1)=[O:7])([CH3:2])([CH3:3])[CH3:4]. The catalyst class is: 1. (6) Reactant: Cl[C:2]1[C:11]2[C:6](=[CH:7][CH:8]=[C:9]([CH:12]=[O:13])[CH:10]=2)[N:5]=[CH:4][CH:3]=1.[N:14]1[CH:19]=[CH:18][C:17](B(O)O)=[CH:16][CH:15]=1.C([O-])([O-])=O.[K+].[K+]. The catalyst class is: 3. Product: [N:14]1[CH:19]=[CH:18][C:17]([C:2]2[C:11]3[C:6](=[CH:7][CH:8]=[C:9]([CH:12]=[O:13])[CH:10]=3)[N:5]=[CH:4][CH:3]=2)=[CH:16][CH:15]=1. (7) Reactant: C(OC([NH:8][CH2:9][CH2:10][CH2:11][NH:12][C:13]1[C:22]([C:23]([OH:25])=[O:24])=[CH:21][C:20]2[C:15](=[CH:16][C:17]([O:26][CH3:27])=[CH:18][CH:19]=2)[N:14]=1)=O)(C)(C)C. Product: [NH2:8][CH2:9][CH2:10][CH2:11][NH:12][C:13]1[C:22]([C:23]([OH:25])=[O:24])=[CH:21][C:20]2[C:15](=[CH:16][C:17]([O:26][CH3:27])=[CH:18][CH:19]=2)[N:14]=1. The catalyst class is: 89. (8) Reactant: [CH3:1][C:2]1([C:9]([O:11][CH2:12][CH3:13])=[O:10])[CH2:7][O:6][C:5](=[O:8])[NH:4][CH2:3]1.I[C:15]1[CH:16]=[N:17][N:18]2[CH2:23][C@H:22]([CH3:24])[N:21]([C:25]([O:27][C:28]([CH3:31])([CH3:30])[CH3:29])=[O:26])[CH2:20][C:19]=12.[O-]P([O-])([O-])=O.[K+].[K+].[K+].CN[C@@H]1CCCC[C@H]1NC. The catalyst class is: 156. Product: [C:28]([O:27][C:25]([N:21]1[C@@H:22]([CH3:24])[CH2:23][N:18]2[N:17]=[CH:16][C:15]([N:4]3[CH2:3][C:2]([CH3:1])([C:9]([O:11][CH2:12][CH3:13])=[O:10])[CH2:7][O:6][C:5]3=[O:8])=[C:19]2[CH2:20]1)=[O:26])([CH3:29])([CH3:30])[CH3:31].